Dataset: Experimentally validated miRNA-target interactions with 360,000+ pairs, plus equal number of negative samples. Task: Binary Classification. Given a miRNA mature sequence and a target amino acid sequence, predict their likelihood of interaction. The miRNA is hsa-miR-1245a with sequence AAGUGAUCUAAAGGCCUACAU. The protein sequence of the target gene is MALGEEKAEAEASEDTKAQSYGRGSCRERELDIPGPMSGEQPPRLEAEGGLISPVWGAEGIPAPTCWIGTDPGGPSRAHQPQASDANREPVAERSEPALSGLPPATMGSGDLLLSGESQVEKTKLSSSEEFPQTLSLPRTTTICSGHDADTEDDPSLADLPQALDLSQQPHSSGLSCLSQWKSVLSPGSAAQPSSCSISASSTGSSLQGHQERAEPRGGSLAKVSSSLEPVVPQEPSSVVGLGPRPQWSPQPVFSGGDASGLGRRRLSFQAEYWACVLPDSLPPSPDRHSPLWNPNKEYE.... Result: 0 (no interaction).